From a dataset of Catalyst prediction with 721,799 reactions and 888 catalyst types from USPTO. Predict which catalyst facilitates the given reaction. (1) Reactant: [Br:1][C:2]1[CH:3]=[C:4]2[CH:10]=[CH:9][NH:8][C:5]2=[N:6][CH:7]=1.[OH-].[K+].[I:13]N1C(=O)CCC1=O.[O-]S([O-])(=S)=O.[Na+].[Na+]. Product: [I:13][C:10]1[C:4]2[C:5](=[N:6][CH:7]=[C:2]([Br:1])[CH:3]=2)[NH:8][CH:9]=1. The catalyst class is: 2. (2) Reactant: [CH2:1]([O:8][C:9]([C:11]1[C:19]2[C:14](=[CH:15][CH:16]=[C:17]([O:20][CH2:21][CH2:22]Cl)[CH:18]=2)[NH:13][C:12]=1[CH3:24])=[O:10])[C:2]1[CH:7]=[CH:6][CH:5]=[CH:4][CH:3]=1.[NH:25]1[CH2:29][CH2:28][CH2:27][CH:26]1[C:30]1[CH:31]=[N:32][CH:33]=[CH:34][CH:35]=1. Product: [CH2:1]([O:8][C:9]([C:11]1[C:19]2[C:14](=[CH:15][CH:16]=[C:17]([O:20][CH2:21][CH2:22][N:25]3[CH2:29][CH2:28][CH2:27][CH:26]3[C:30]3[CH:31]=[N:32][CH:33]=[CH:34][CH:35]=3)[CH:18]=2)[NH:13][C:12]=1[CH3:24])=[O:10])[C:2]1[CH:7]=[CH:6][CH:5]=[CH:4][CH:3]=1. The catalyst class is: 291. (3) The catalyst class is: 19. Product: [CH3:1][N:2]1[C:10]2[C:5](=[N:6][C:7]([CH2:11][CH2:12][C:13]3[CH:18]=[CH:17][C:16]([C:19]([F:20])([F:22])[F:21])=[CH:15][CH:14]=3)=[N:8][CH:9]=2)[N:4]([C:23]([N:25]2[CH2:26][CH2:27][CH2:28][CH2:29]2)=[O:24])[C:3]1=[O:30]. Reactant: [CH3:1][N:2]1[C:10]2[C:5](=[N:6][C:7](/[CH:11]=[CH:12]/[C:13]3[CH:18]=[CH:17][C:16]([C:19]([F:22])([F:21])[F:20])=[CH:15][CH:14]=3)=[N:8][CH:9]=2)[N:4]([C:23]([N:25]2[CH2:29][CH2:28][CH2:27][CH2:26]2)=[O:24])[C:3]1=[O:30]. (4) Reactant: F[C:2]1[CH:3]=[C:4]([CH:7]=[CH:8][CH:9]=1)[C:5]#[N:6].[OH:10][C:11]1[CH:12]=[C:13]2[C:17](=[CH:18][CH:19]=1)[CH2:16][CH2:15][CH2:14]2.C(=O)([O-])[O-].[Cs+].[Cs+].Cl. Product: [CH2:16]1[C:17]2[C:13](=[CH:12][C:11]([O:10][C:2]3[CH:3]=[C:4]([CH:7]=[CH:8][CH:9]=3)[C:5]#[N:6])=[CH:19][CH:18]=2)[CH2:14][CH2:15]1. The catalyst class is: 3. (5) Reactant: CN(C)[CH2:3][CH2:4][C:5]([C:7]1[CH:12]=[CH:11][CH:10]=[CH:9][CH:8]=1)=[O:6].[CH:14]([C:16]1[CH:17]=[C:18]2[C:22](=[CH:23][CH:24]=1)[N:21]([C:25]([O:27][C:28]([CH3:31])([CH3:30])[CH3:29])=[O:26])[CH:20]=[CH:19]2)=[O:15].C([N+]1C(C)=C(CCO)SC=1)C.CCOC(C)=O. Product: [O:6]=[C:5]([C:7]1[CH:12]=[CH:11][CH:10]=[CH:9][CH:8]=1)[CH2:4][CH2:3][C:14]([C:16]1[CH:17]=[C:18]2[C:22](=[CH:23][CH:24]=1)[N:21]([C:25]([O:27][C:28]([CH3:31])([CH3:30])[CH3:29])=[O:26])[CH:20]=[CH:19]2)=[O:15]. The catalyst class is: 38. (6) Reactant: [C:1]([C:5]1[CH:6]=[C:7]2[C:11](=[CH:12][CH:13]=1)[CH:10]([NH2:14])[CH2:9][CH2:8]2)([CH3:4])([CH3:3])[CH3:2].C(N[C@H](C(O)=O)CC(C)C)(=O)C. Product: [C:1]([C:5]1[CH:6]=[C:7]2[C:11](=[CH:12][CH:13]=1)[C@@H:10]([NH2:14])[CH2:9][CH2:8]2)([CH3:4])([CH3:2])[CH3:3]. The catalyst class is: 5. (7) Reactant: [CH2:1]([C:3]1[NH:7][N:6]=[C:5]([NH2:8])[CH:4]=1)C.Br[C:10]1[C:11](=[O:18])[N:12]([CH3:17])[N:13]=[C:14]([Cl:16])[CH:15]=1.C(=O)([O-])[O-].[Cs+].[Cs+].CC1(C)C2C(=C(P(C3C=CC=CC=3)C3C=CC=CC=3)C=CC=2)OC2C(P(C3C=CC=CC=3)C3C=CC=CC=3)=CC=CC1=2. Product: [Cl:16][C:14]1[CH:15]=[C:10]([NH:8][C:5]2[CH:4]=[C:3]([CH3:1])[NH:7][N:6]=2)[C:11](=[O:18])[N:12]([CH3:17])[N:13]=1. The catalyst class is: 102.